From a dataset of Reaction yield outcomes from USPTO patents with 853,638 reactions. Predict the reaction yield, written as a fraction of the theoretical maximum amount of product (1.0 means a 100% yield; for example, 0.34 means a 34% yield). (1) The reactants are [NH2:1][C@H:2]([CH:5]=[CH2:6])[CH2:3][OH:4].CCN(CC)CC.[Cl:14][C:15]1[CH:20]=[C:19]([F:21])[CH:18]=[CH:17][C:16]=1[S:22](Cl)(=[O:24])=[O:23]. The catalyst is C(Cl)Cl. The product is [Cl:14][C:15]1[CH:20]=[C:19]([F:21])[CH:18]=[CH:17][C:16]=1[S:22]([NH:1][C@@H:2]([CH2:3][OH:4])[CH:5]=[CH2:6])(=[O:24])=[O:23]. The yield is 0.740. (2) The reactants are [Cl:1][C:2]1[CH:3]=[C:4]([N:10]([C:15]2[C:34]([CH:35]3[CH2:37][CH2:36]3)=[CH:33][C:18]3[C:19]([C:29]([NH:31][CH3:32])=[O:30])=[C:20]([C:22]4[CH:27]=[CH:26][C:25]([F:28])=[CH:24][CH:23]=4)[O:21][C:17]=3[CH:16]=2)[S:11]([CH3:14])(=[O:13])=[O:12])[CH:5]=[CH:6][C:7]=1[CH:8]=C.C1C[O:41]CC1.O.I([O-])(=O)(=O)=O.[Na+]. The catalyst is CCOC(C)=O.[Os](=O)(=O)(=O)=O. The product is [Cl:1][C:2]1[CH:3]=[C:4]([N:10]([C:15]2[C:34]([CH:35]3[CH2:37][CH2:36]3)=[CH:33][C:18]3[C:19]([C:29]([NH:31][CH3:32])=[O:30])=[C:20]([C:22]4[CH:23]=[CH:24][C:25]([F:28])=[CH:26][CH:27]=4)[O:21][C:17]=3[CH:16]=2)[S:11]([CH3:14])(=[O:13])=[O:12])[CH:5]=[CH:6][C:7]=1[CH:8]=[O:41]. The yield is 0.500.